This data is from Forward reaction prediction with 1.9M reactions from USPTO patents (1976-2016). The task is: Predict the product of the given reaction. Given the reactants FC(F)(F)C(O)=O.C(OC([NH:15][C:16]1[CH:17]=[C:18]([CH:42]=[CH:43][C:44]=1[O:45][CH3:46])[C:19]([NH:21][NH:22][C:23]([C:25]1[O:26][CH:27]=[C:28]([C:36]2[CH:41]=[CH:40][CH:39]=[CH:38][CH:37]=2)[C:29]=1[C:30]1[CH:35]=[CH:34][CH:33]=[CH:32][CH:31]=1)=[O:24])=[O:20])=O)(C)(C)C.ClCCl, predict the reaction product. The product is: [NH2:15][C:16]1[CH:17]=[C:18]([CH:42]=[CH:43][C:44]=1[O:45][CH3:46])[C:19]([NH:21][NH:22][C:23]([C:25]1[O:26][CH:27]=[C:28]([C:36]2[CH:37]=[CH:38][CH:39]=[CH:40][CH:41]=2)[C:29]=1[C:30]1[CH:31]=[CH:32][CH:33]=[CH:34][CH:35]=1)=[O:24])=[O:20].